This data is from Retrosynthesis with 50K atom-mapped reactions and 10 reaction types from USPTO. The task is: Predict the reactants needed to synthesize the given product. Given the product CCOC(=O)c1cnc(C(C)(C)C)nc1OC, predict the reactants needed to synthesize it. The reactants are: CCOC(=O)c1cnc(C(C)(C)C)nc1O.CI.